This data is from Forward reaction prediction with 1.9M reactions from USPTO patents (1976-2016). The task is: Predict the product of the given reaction. (1) Given the reactants [Br:1][C:2]1[CH:7]=[CH:6][CH:5]=[C:4]([Br:8])[C:3]=1[CH2:9]Br.[CH3:11][C:12]([O-:14])=[O:13].[Na+], predict the reaction product. The product is: [C:12]([O:14][CH2:9][C:3]1[C:4]([Br:8])=[CH:5][CH:6]=[CH:7][C:2]=1[Br:1])(=[O:13])[CH3:11]. (2) Given the reactants [CH3:1][C:2]([CH3:26])([CH3:25])[CH2:3][CH2:4][CH2:5][CH2:6][C:7]1([CH3:24])[C:16]2[C:11](=[CH:12][CH:13]=[CH:14][CH:15]=2)[C:10]([OH:17])=[C:9](C(OCC)=O)[C:8]1=[O:23].Cl, predict the reaction product. The product is: [CH3:1][C:2]([CH3:26])([CH3:25])[CH2:3][CH2:4][CH2:5][CH2:6][C:7]1([CH3:24])[C:16]2[C:11](=[CH:12][CH:13]=[CH:14][CH:15]=2)[C:10]([OH:17])=[CH:9][C:8]1=[O:23]. (3) Given the reactants [C:1]([C:5]1[CH:6]=[C:7]([NH:28][C:29]([NH:31][C@@H:32]2[C:41]3[C:36](=[CH:37][CH:38]=[CH:39][CH:40]=3)[C@H:35]([O:42][C:43]3[CH:44]=[CH:45][C:46]4[N:47]([C:49]([N:52]5[CH2:58][CH2:57][CH2:56][O:55][CH2:54][CH2:53]5)=[N:50][N:51]=4)[CH:48]=3)[CH2:34][CH2:33]2)=[O:30])[N:8]([C:10]2[CH:15]=[CH:14][C:13]([Cl:16])=[C:12]([O:17][Si](C(C)C)(C(C)C)C(C)C)[CH:11]=2)[N:9]=1)([CH3:4])([CH3:3])[CH3:2].CCCC[N+](CCCC)(CCCC)CCCC.[F-], predict the reaction product. The product is: [C:1]([C:5]1[CH:6]=[C:7]([NH:28][C:29]([NH:31][C@@H:32]2[C:41]3[C:36](=[CH:37][CH:38]=[CH:39][CH:40]=3)[C@H:35]([O:42][C:43]3[CH:44]=[CH:45][C:46]4[N:47]([C:49]([N:52]5[CH2:58][CH2:57][CH2:56][O:55][CH2:54][CH2:53]5)=[N:50][N:51]=4)[CH:48]=3)[CH2:34][CH2:33]2)=[O:30])[N:8]([C:10]2[CH:15]=[CH:14][C:13]([Cl:16])=[C:12]([OH:17])[CH:11]=2)[N:9]=1)([CH3:4])([CH3:2])[CH3:3]. (4) Given the reactants [I:1][C:2]1[C:6]([CH3:7])=[CH:5][S:4][C:3]=1[C:8]([O:10]C)=[O:9].[OH-].[Na+].CO.Cl, predict the reaction product. The product is: [I:1][C:2]1[C:6]([CH3:7])=[CH:5][S:4][C:3]=1[C:8]([OH:10])=[O:9]. (5) Given the reactants Cl[C:2]1[CH:3]=[CH:4][C:5]2[O:14][CH2:13][CH2:12][C:11]3[CH:10]=[C:9]([C:15]4[N:16]([C:20]5[CH:25]=[CH:24][C:23]([F:26])=[CH:22][C:21]=5[F:27])[N:17]=[CH:18][N:19]=4)[S:8][C:7]=3[C:6]=2[N:28]=1.[CH3:29][O:30][C:31]1[CH:38]=[CH:37][C:34]([CH2:35][NH2:36])=[CH:33][CH:32]=1.CC(C1C=C(C(C)C)C(C2C=CC=CC=2P(C2CCCCC2)C2CCCCC2)=C(C(C)C)C=1)C.C(O[Na])(C)(C)C, predict the reaction product. The product is: [F:27][C:21]1[CH:22]=[C:23]([F:26])[CH:24]=[CH:25][C:20]=1[N:16]1[C:15]([C:9]2[S:8][C:7]3[C:6]4[N:28]=[C:2]([NH:36][CH2:35][C:34]5[CH:37]=[CH:38][C:31]([O:30][CH3:29])=[CH:32][CH:33]=5)[CH:3]=[CH:4][C:5]=4[O:14][CH2:13][CH2:12][C:11]=3[CH:10]=2)=[N:19][CH:18]=[N:17]1. (6) Given the reactants [Cl:1][C:2]1[N:7]=[C:6]([N:8]2[CH2:13][CH2:12][O:11][CH2:10][CH2:9]2)[C:5]([F:14])=[CH:4][C:3]=1[O:15]COC.FC1C=C(F)C=CC=1C=O, predict the reaction product. The product is: [ClH:1].[Cl:1][C:2]1[C:3]([OH:15])=[CH:4][C:5]([F:14])=[C:6]([N:8]2[CH2:13][CH2:12][O:11][CH2:10][CH2:9]2)[N:7]=1. (7) Given the reactants [CH3:1][C:2]1[CH:7]=[CH:6][C:5]([OH:8])=[CH:4][C:3]=1[OH:9].Br[CH2:11][CH:12]1[CH2:17][CH2:16][CH2:15][CH2:14][CH2:13]1, predict the reaction product. The product is: [CH:12]1([CH2:11][O:8][C:5]2[CH:6]=[CH:7][C:2]([CH3:1])=[C:3]([OH:9])[CH:4]=2)[CH2:17][CH2:16][CH2:15][CH2:14][CH2:13]1. (8) The product is: [CH3:1][N:2]1[CH2:3][CH2:4][N:5]([CH2:8][C:9]([NH:54][C:55]2[CH:56]=[C:57]([C:61]3[N:70]=[C:69]([NH:71][C:72]4[CH:73]=[C:74]5[C:78](=[CH:79][CH:80]=4)[N:77]([C:81]([O:83][C:84]([CH3:87])([CH3:86])[CH3:85])=[O:82])[N:76]=[CH:75]5)[C:68]4[C:63](=[CH:64][CH:65]=[CH:66][CH:67]=4)[N:62]=3)[CH:58]=[CH:59][CH:60]=2)=[O:11])[CH2:6][CH2:7]1. Given the reactants [CH3:1][N:2]1[CH2:7][CH2:6][N:5]([CH2:8][C:9]([OH:11])=O)[CH2:4][CH2:3]1.C1CN([P+](ON2N=NC3C=CC=CC2=3)(N2CCCC2)N2CCCC2)CC1.F[P-](F)(F)(F)(F)F.CCN(C(C)C)C(C)C.[NH2:54][C:55]1[CH:56]=[C:57]([C:61]2[N:70]=[C:69]([NH:71][C:72]3[CH:73]=[C:74]4[C:78](=[CH:79][CH:80]=3)[N:77]([C:81]([O:83][C:84]([CH3:87])([CH3:86])[CH3:85])=[O:82])[N:76]=[CH:75]4)[C:68]3[C:63](=[CH:64][CH:65]=[CH:66][CH:67]=3)[N:62]=2)[CH:58]=[CH:59][CH:60]=1, predict the reaction product.